Task: Regression/Classification. Given a drug SMILES string, predict its absorption, distribution, metabolism, or excretion properties. Task type varies by dataset: regression for continuous measurements (e.g., permeability, clearance, half-life) or binary classification for categorical outcomes (e.g., BBB penetration, CYP inhibition). Dataset: hlm.. Dataset: Human liver microsome stability data The compound is NCc1cc(-c2cccnc2)[nH]n1. The result is 0 (unstable in human liver microsomes).